This data is from NCI-60 drug combinations with 297,098 pairs across 59 cell lines. The task is: Regression. Given two drug SMILES strings and cell line genomic features, predict the synergy score measuring deviation from expected non-interaction effect. (1) Drug 1: C1CN1P(=S)(N2CC2)N3CC3. Drug 2: C1CNP(=O)(OC1)N(CCCl)CCCl. Cell line: OVCAR-4. Synergy scores: CSS=3.55, Synergy_ZIP=3.20, Synergy_Bliss=-3.03, Synergy_Loewe=0.555, Synergy_HSA=-1.32. (2) Drug 1: C1=CC(=C2C(=C1NCCNCCO)C(=O)C3=C(C=CC(=C3C2=O)O)O)NCCNCCO. Drug 2: C1=C(C(=O)NC(=O)N1)N(CCCl)CCCl. Cell line: HCC-2998. Synergy scores: CSS=9.18, Synergy_ZIP=-6.77, Synergy_Bliss=-11.7, Synergy_Loewe=-24.6, Synergy_HSA=-8.60.